Dataset: Aqueous solubility values for 9,982 compounds from the AqSolDB database. Task: Regression/Classification. Given a drug SMILES string, predict its absorption, distribution, metabolism, or excretion properties. Task type varies by dataset: regression for continuous measurements (e.g., permeability, clearance, half-life) or binary classification for categorical outcomes (e.g., BBB penetration, CYP inhibition). For this dataset (solubility_aqsoldb), we predict Y. (1) The molecule is CCCCCCCCCCCCN(CCCN)CCCN. The Y is -0.198 log mol/L. (2) The molecule is Cc1cc(N(CCO)CCO)ccc1N=Nc1c(Cl)cc([N+](=O)[O-])cc1Cl. The Y is -5.96 log mol/L. (3) The compound is Clc1ccc(C(Cn2ccnc2)OCc2cc(Cl)ccc2Cl)c(Cl)c1. The Y is -3.54 log mol/L. (4) The molecule is O=C1CCC(C(=O)Nc2ccccc2)N1. The Y is -1.33 log mol/L. (5) The drug is Clc1cc(Cl)c(Cl)c(-c2cc(Cl)c(Cl)c(Cl)c2Cl)c1. The Y is -9.10 log mol/L. (6) The molecule is CC1=C(C(=O)O)N2C(=O)C(NC(=O)C(N)c3ccccc3)C2SC1. The Y is -1.58 log mol/L. (7) The compound is CC=C(CCCC)C(N)=O. The Y is -1.37 log mol/L.